From a dataset of Reaction yield outcomes from USPTO patents with 853,638 reactions. Predict the reaction yield, written as a fraction of the theoretical maximum amount of product (1.0 means a 100% yield; for example, 0.34 means a 34% yield). (1) The reactants are [Br:1][C:2]1[CH:7]=[CH:6][C:5]([C@@H:8]2[O:13][CH2:12][CH2:11][NH:10][CH2:9]2)=[CH:4][CH:3]=1.C(N(CC)C(C)C)(C)C.[C:23](O[C:23]([O:25][C:26]([CH3:29])([CH3:28])[CH3:27])=[O:24])([O:25][C:26]([CH3:29])([CH3:28])[CH3:27])=[O:24]. The catalyst is C1COCC1. The product is [Br:1][C:2]1[CH:3]=[CH:4][C:5]([C@@H:8]2[O:13][CH2:12][CH2:11][N:10]([C:23]([O:25][C:26]([CH3:29])([CH3:28])[CH3:27])=[O:24])[CH2:9]2)=[CH:6][CH:7]=1. The yield is 0.920. (2) The reactants are [Cl:1][C:2]1[CH:3]=[CH:4][C:5]([O:26][CH3:27])=[C:6]([CH:25]=1)[C:7](=S)/[N:8]=[C:9]1\[S:10][C:11]2[C:21]([CH3:23])([CH3:22])[O:20][CH2:19][CH2:18][C:12]=2[N:13]\1[CH2:14][CH:15]([CH3:17])[CH3:16].C(N(CC)CC)C.[N:35]#[C:36][NH2:37]. The catalyst is C(#N)C. The product is [Cl:1][C:2]1[CH:3]=[CH:4][C:5]([O:26][CH3:27])=[C:6]([C:7](=[N:37][C:36]#[N:35])/[N:8]=[C:9]2\[S:10][C:11]3[C:21]([CH3:23])([CH3:22])[O:20][CH2:19][CH2:18][C:12]=3[N:13]\2[CH2:14][CH:15]([CH3:17])[CH3:16])[CH:25]=1. The yield is 0.210. (3) The yield is 0.790. The reactants are [F:1][C:2]1[CH:9]=[CH:8][C:7]([F:10])=[CH:6][C:3]=1[CH:4]=O.[CH:11]([NH2:13])=[O:12].Cl[Si](C)(C)C.[C:19]1([CH3:28])[CH:24]=[CH:23][C:22]([S:25]([OH:27])=[O:26])=[CH:21][CH:20]=1. The catalyst is O.C(OC)(C)(C)C.C(#N)C.C1(C)C=CC=CC=1. The product is [F:1][C:2]1[CH:9]=[CH:8][C:7]([F:10])=[CH:6][C:3]=1[CH:4]([S:25]([C:22]1[CH:23]=[CH:24][C:19]([CH3:28])=[CH:20][CH:21]=1)(=[O:27])=[O:26])[NH:13][CH:11]=[O:12]. (4) The reactants are [Li]CCCC.[CH3:6][N:7]1[CH:11]=[CH:10][N:9]=[CH:8]1.[Sn:12](Cl)([CH2:21][CH2:22][CH2:23][CH3:24])([CH2:17][CH2:18][CH2:19][CH3:20])[CH2:13][CH2:14][CH2:15][CH3:16]. The catalyst is O1CCCC1. The product is [CH3:6][N:7]1[CH:11]=[CH:10][N:9]=[C:8]1[Sn:12]([CH2:17][CH2:18][CH2:19][CH3:20])([CH2:21][CH2:22][CH2:23][CH3:24])[CH2:13][CH2:14][CH2:15][CH3:16]. The yield is 0.790. (5) The reactants are [C:1]1([C:7]2[CH:11]=[C:10]([CH2:12][CH2:13][CH:14]=O)[O:9][N:8]=2)[CH:6]=[CH:5][CH:4]=[CH:3][CH:2]=1.[F:16][C:17]([F:32])([F:31])[C:18]1[CH:30]=[CH:29][CH:28]=[CH:27][C:19]=1[CH2:20][N:21]1[CH2:26][CH2:25][NH:24][CH2:23][CH2:22]1.[BH-](OC(C)=O)(OC(C)=O)OC(C)=O.[Na+]. The catalyst is C(Cl)Cl. The product is [C:1]1([C:7]2[CH:11]=[C:10]([CH2:12][CH2:13][CH2:14][N:24]3[CH2:23][CH2:22][N:21]([CH2:20][C:19]4[CH:27]=[CH:28][CH:29]=[CH:30][C:18]=4[C:17]([F:31])([F:32])[F:16])[CH2:26][CH2:25]3)[O:9][N:8]=2)[CH:6]=[CH:5][CH:4]=[CH:3][CH:2]=1. The yield is 0.466. (6) The yield is 0.490. The product is [Cl:1][C:2]1[CH:3]=[C:4]([C:8]2([CH:26]([C:25]3[CH:28]=[CH:29][C:22]([O:21][CH:20]([F:19])[F:31])=[C:23]([CH3:30])[CH:24]=3)[OH:27])[S:9][CH2:10][CH2:11][CH2:12][S:13]2)[CH:5]=[CH:6][CH:7]=1. The catalyst is C1COCC1. The reactants are [Cl:1][C:2]1[CH:3]=[C:4]([CH:8]2[S:13][CH2:12][CH2:11][CH2:10][S:9]2)[CH:5]=[CH:6][CH:7]=1.[Li]CCCC.[F:19][CH:20]([F:31])[O:21][C:22]1[CH:29]=[CH:28][C:25]([CH:26]=[O:27])=[CH:24][C:23]=1[CH3:30]. (7) The reactants are [S:1]1[C:5]2[CH:6]=[CH:7][CH:8]=[CH:9][C:4]=2[N:3]=[C:2]1OC1C=CC(CC=O)=CC=1.[CH3:20][O:21][C:22](=[O:31])[CH2:23][C:24]1[CH:29]=[CH:28][C:27]([OH:30])=[CH:26][CH:25]=1.ClC1SC2C=CC=CC=2N=1. The catalyst is CC#N. The product is [CH3:20][O:21][C:22](=[O:31])[CH2:23][C:24]1[CH:29]=[CH:28][C:27]([O:30][C:2]2[S:1][C:5]3[CH:6]=[CH:7][CH:8]=[CH:9][C:4]=3[N:3]=2)=[CH:26][CH:25]=1. The yield is 0.950. (8) The reactants are Br[CH2:2]/[CH:3]=[CH:4]/[C:5]([O:7][CH3:8])=[O:6].C(=O)([O-])[O-].[K+].[K+].[CH:15]1([NH2:19])[CH2:18][CH2:17][CH2:16]1. The catalyst is C1COCC1. The product is [CH:15]1([NH:19][CH2:2]/[CH:3]=[CH:4]/[C:5]([O:7][CH3:8])=[O:6])[CH2:18][CH2:17][CH2:16]1. The yield is 0.330.